This data is from Catalyst prediction with 721,799 reactions and 888 catalyst types from USPTO. The task is: Predict which catalyst facilitates the given reaction. (1) Product: [NH2:32][CH2:6][C:7]1[CH:8]=[C:9]([C:13]2[N:18]=[C:17]([N:19]3[CH2:20][CH2:21][O:22][CH2:23][CH2:24]3)[C:16]3=[CH:25][C:26]([CH2:28][N:29]([CH3:30])[CH3:31])=[CH:27][N:15]3[N:14]=2)[CH:10]=[CH:11][CH:12]=1. The catalyst class is: 5. Reactant: CS(O[CH2:6][C:7]1[CH:12]=[CH:11][CH:10]=[C:9]([C:13]2[N:18]=[C:17]([N:19]3[CH2:24][CH2:23][O:22][CH2:21][CH2:20]3)[C:16]3=[CH:25][C:26]([CH2:28][N:29]([CH3:31])[CH3:30])=[CH:27][N:15]3[N:14]=2)[CH:8]=1)(=O)=O.[NH3:32]. (2) Reactant: [N+](C1C=CC=CC=1S([N:13]1[CH2:17][C:16]2[CH:18]=[C:19]([C:21]([O:23][CH3:24])=[O:22])[S:20][C:15]=2[CH2:14]1)(=O)=O)([O-])=O.C(=O)([O-])[O-].[Cs+].[Cs+].C1(S)C=CC=CC=1. Product: [S:20]1[C:15]2[CH2:14][NH:13][CH2:17][C:16]=2[CH:18]=[C:19]1[C:21]([O:23][CH3:24])=[O:22]. The catalyst class is: 10. (3) Reactant: [C:1]([C:4]1[C:5]([F:29])=[C:6]([CH:25]=[CH:26][C:27]=1[F:28])[O:7][CH:8]([C:12]1[O:13][C:14]([Cl:24])=[C:15]([C:17]2[CH:22]=[CH:21][C:20]([Cl:23])=[CH:19][CH:18]=2)[N:16]=1)[C:9](O)=[O:10])(=[O:3])[NH2:2].Cl.CN.C[CH2:34][N:35]=C=NCCCN(C)C.Cl.C1C=CC2N(O)N=NC=2C=1. Product: [Cl:24][C:14]1[O:13][C:12]([CH:8]([O:7][C:6]2[C:5]([F:29])=[C:4]([C:27]([F:28])=[CH:26][CH:25]=2)[C:1]([NH2:2])=[O:3])[C:9]([NH:35][CH3:34])=[O:10])=[N:16][C:15]=1[C:17]1[CH:18]=[CH:19][C:20]([Cl:23])=[CH:21][CH:22]=1. The catalyst class is: 808. (4) Reactant: [Cl:1][C:2]1[CH:3]=[C:4]2[C:9](=[CH:10][C:11]=1[C:12]([OH:14])=O)[N:8]=[CH:7][N:6]=[C:5]2[NH:15][CH:16]([C:18]1[NH:22][C:21]2[CH:23]=[CH:24][C:25]([Cl:27])=[CH:26][C:20]=2[N:19]=1)[CH3:17].FC1C(OC(N(C)C)=[N+](C)C)=C(F)C(F)=C(F)C=1F.F[P-](F)(F)(F)(F)F.C(N(C(C)C)CC)(C)C.[CH2:63]([N:65]([CH2:73][CH3:74])[CH2:66][CH:67]1[CH2:72][CH2:71][CH2:70][CH2:69][NH:68]1)[CH3:64]. The catalyst class is: 16. Product: [Cl:1][C:2]1[CH:3]=[C:4]2[C:9](=[CH:10][C:11]=1[C:12]([N:68]1[CH2:69][CH2:70][CH2:71][CH2:72][CH:67]1[CH2:66][N:65]([CH2:73][CH3:74])[CH2:63][CH3:64])=[O:14])[N:8]=[CH:7][N:6]=[C:5]2[NH:15][CH:16]([C:18]1[NH:22][C:21]2[CH:23]=[CH:24][C:25]([Cl:27])=[CH:26][C:20]=2[N:19]=1)[CH3:17]. (5) Reactant: Cl[CH2:2][CH2:3][O:4][NH:5][C:6]([C:8]1[CH:9]=[N:10][N:11]2[CH:16]=[CH:15][C:14]([N:17]3[CH2:21][CH2:20][CH2:19][C@@H:18]3[C:22]3[C:23](=[O:29])[NH:24][CH:25]=[C:26]([F:28])[CH:27]=3)=[N:13][C:12]=12)=[O:7].C([O-])([O-])=O.[Cs+].[Cs+]. Product: [F:28][C:26]1[CH:27]=[C:22]2[C:23](=[N:24][CH:25]=1)[O:29][CH2:2][CH2:3][O:4][NH:5][C:6](=[O:7])[C:8]1=[C:12]3[N:13]=[C:14]([CH:15]=[CH:16][N:11]3[N:10]=[CH:9]1)[N:17]1[C@@H:18]2[CH2:19][CH2:20][CH2:21]1. The catalyst class is: 3. (6) Reactant: [OH-].[Na+].[Cl:3][C:4]1[CH:29]=[C:28]([C:30]([NH:32][CH2:33][C:34]2[CH:39]=[CH:38][CH:37]=[C:36]([O:40]C(=O)C3C=C(F)C=C(F)C=3)[CH:35]=2)=[O:31])[CH:27]=[C:26]([CH3:51])[C:5]=1[C:6]([NH:8][C@H:9]([C:22]([O:24]C)=[O:23])[CH2:10][NH:11][C:12](=[O:21])[C:13]1[CH:18]=[C:17]([F:19])[CH:16]=[C:15]([F:20])[CH:14]=1)=[O:7]. Product: [Cl:3][C:4]1[CH:29]=[C:28]([C:30]([NH:32][CH2:33][C:34]2[CH:39]=[CH:38][CH:37]=[C:36]([OH:40])[CH:35]=2)=[O:31])[CH:27]=[C:26]([CH3:51])[C:5]=1[C:6]([NH:8][C@H:9]([C:22]([OH:24])=[O:23])[CH2:10][NH:11][C:12](=[O:21])[C:13]1[CH:14]=[C:15]([F:20])[CH:16]=[C:17]([F:19])[CH:18]=1)=[O:7]. The catalyst class is: 5. (7) Reactant: C(OC([NH:8][C@H:9]([C:17]([O:19][CH2:20][C:21]12[CH2:30][CH:25]3[CH2:26][CH:27]([CH2:29][CH:23]([CH2:24]3)[CH2:22]1)[CH2:28]2)=[O:18])[CH2:10][C:11]1[CH:16]=[CH:15][CH:14]=[CH:13][CH:12]=1)=O)(C)(C)C.[ClH:31]. Product: [ClH:31].[NH2:8][C@H:9]([C:17]([O:19][CH2:20][C:21]12[CH2:30][CH:25]3[CH2:24][CH:23]([CH2:29][CH:27]([CH2:26]3)[CH2:28]1)[CH2:22]2)=[O:18])[CH2:10][C:11]1[CH:12]=[CH:13][CH:14]=[CH:15][CH:16]=1. The catalyst class is: 12. (8) Reactant: [F:1][C:2]1[CH:3]=[C:4]([C:8]2[CH:16]=[CH:15][CH:14]=[C:13]3[C:9]=2[CH2:10][C:11](=[O:17])[NH:12]3)[CH:5]=[CH:6][CH:7]=1.[CH3:18][N:19]([CH3:35])[C@H:20]1[CH2:24][CH2:23][N:22]([C:25]([C:27]2[CH:31]=[C:30]([CH3:32])[NH:29][C:28]=2[CH:33]=O)=[O:26])[CH2:21]1. Product: [CH3:18][N:19]([CH3:35])[C@H:20]1[CH2:24][CH2:23][N:22]([C:25]([C:27]2[CH:31]=[C:30]([CH3:32])[NH:29][C:28]=2[CH:33]=[C:10]2[C:9]3[C:13](=[CH:14][CH:15]=[CH:16][C:8]=3[C:4]3[CH:5]=[CH:6][CH:7]=[C:2]([F:1])[CH:3]=3)[NH:12][C:11]2=[O:17])=[O:26])[CH2:21]1. The catalyst class is: 360. (9) Reactant: [CH3:1][O-:2].[Na+].[Cl:4][C:5]1[C:6](=[O:23])[N:7]([C:12]2[CH:17]=[CH:16][C:15]([C:18]([F:21])([F:20])[F:19])=[CH:14][C:13]=2[Cl:22])[N:8]=[CH:9][C:10]=1[Cl:11].O.ClCCl. Product: [Cl:11][C:10]1[CH:9]=[N:8][N:7]([C:12]2[CH:17]=[CH:16][C:15]([C:18]([F:21])([F:20])[F:19])=[CH:14][C:13]=2[Cl:22])[C:6](=[O:23])[C:5]=1[O:2][CH3:1].[Cl:4][C:5]1[C:6](=[O:23])[N:7]([C:12]2[CH:17]=[CH:16][C:15]([C:18]([F:21])([F:20])[F:19])=[CH:14][C:13]=2[Cl:22])[N:8]=[CH:9][C:10]=1[O:2][CH3:1]. The catalyst class is: 12.